The task is: Predict the reaction yield, written as a fraction of the theoretical maximum amount of product (1.0 means a 100% yield; for example, 0.34 means a 34% yield).. This data is from Reaction yield outcomes from USPTO patents with 853,638 reactions. The reactants are [CH2:1](O)[C:2]1[CH:7]=[CH:6][CH:5]=[CH:4][CH:3]=1.[C:9]([NH:17][CH2:18][C@@H:19]([CH2:24][CH:25]([CH3:27])[CH3:26])[CH2:20][C:21]([OH:23])=[O:22])(=[O:16])[C:10]1[CH:15]=[CH:14][CH:13]=[CH:12][CH:11]=1.C1(N=C=NC2CCCCC2)CCCCC1. The catalyst is CN(C)C1C=CN=CC=1.ClCCl. The product is [C:9]([NH:17][CH2:18][C@@H:19]([CH2:24][CH:25]([CH3:27])[CH3:26])[CH2:20][C:21]([O:23][CH2:1][C:2]1[CH:7]=[CH:6][CH:5]=[CH:4][CH:3]=1)=[O:22])(=[O:16])[C:10]1[CH:15]=[CH:14][CH:13]=[CH:12][CH:11]=1. The yield is 0.790.